Binary Classification. Given a drug SMILES string, predict its activity (active/inactive) in a high-throughput screening assay against a specified biological target. From a dataset of KCNQ2 potassium channel screen with 302,405 compounds. (1) The drug is S(=O)(=O)(NC(c1ccccc1)C)c1cc2c(N(C(=O)C2)C)cc1. The result is 0 (inactive). (2) The compound is Cl\C(=C/Cn1c2c(n(c(=O)[nH]c2=O)C)nc1SCC=C)C. The result is 0 (inactive). (3) The molecule is S(=O)(=O)(N(CC(=O)Nc1c(C(=O)N2CCCC2)cccc1)c1ccc(cc1)CC)C. The result is 0 (inactive). (4) The molecule is s1c(C(N2CCc3c2cccc3)CNC(=O)c2cc(OC)c(OC)cc2)ccc1. The result is 0 (inactive).